Dataset: Full USPTO retrosynthesis dataset with 1.9M reactions from patents (1976-2016). Task: Predict the reactants needed to synthesize the given product. (1) Given the product [CH2:1]([O:17][CH2:18][CH2:19][CH2:20][O:21][S:30]([CH3:29])(=[O:32])=[O:31])[CH2:2][CH2:3][CH2:4][CH2:5][CH2:6][CH2:7][CH2:8][CH2:9][CH2:10][CH2:11][CH2:12][CH2:13][CH2:14][CH:15]=[CH2:16], predict the reactants needed to synthesize it. The reactants are: [CH2:1]([O:17][CH2:18][CH2:19][CH2:20][OH:21])[CH2:2][CH2:3][CH2:4][CH2:5][CH2:6][CH2:7][CH2:8][CH2:9][CH2:10][CH2:11][CH2:12][CH2:13][CH2:14][CH:15]=[CH2:16].CCN(CC)CC.[CH3:29][S:30](Cl)(=[O:32])=[O:31]. (2) The reactants are: [NH2:1][C:2]1[N:6]([C@H:7]2[O:19][C@@H:18]([CH2:20][O:21]C(=O)C)[C@H:13]([O:14]C(=O)C)[C@@H:8]2[O:9]C(=O)C)[N:5]=[N:4][C:3]=1[C:25]([NH2:27])=[O:26]. Given the product [NH2:1][C:2]1[N:6]([C@H:7]2[O:19][C@@H:18]([CH2:20][OH:21])[C@H:13]([OH:14])[C@@H:8]2[OH:9])[N:5]=[N:4][C:3]=1[C:25]([NH2:27])=[O:26], predict the reactants needed to synthesize it. (3) Given the product [C:16]([O:20][C:21](=[O:41])[NH:22][C@@H:23]1[C@@H:28]([OH:29])[C@H:27]([CH2:30][C:31]2[CH:36]=[CH:35][C:34]([N+:37]([O-:39])=[O:38])=[C:33]([F:40])[CH:32]=2)[CH2:26][S:25][CH2:24]1)([CH3:19])([CH3:17])[CH3:18], predict the reactants needed to synthesize it. The reactants are: [B-].[B-].C1CCOCC1.C1CCOCC1.[Ca+2].[C:16]([O:20][C:21](=[O:41])[NH:22][C@@H:23]1[C:28](=[O:29])[C@H:27]([CH2:30][C:31]2[CH:36]=[CH:35][C:34]([N+:37]([O-:39])=[O:38])=[C:33]([F:40])[CH:32]=2)[CH2:26][S:25][CH2:24]1)([CH3:19])([CH3:18])[CH3:17].OS([O-])(=O)=O.[K+]. (4) The reactants are: [CH:1]([C:3]1[CH:12]=[CH:11][C:6]([C:7]([O:9][CH3:10])=[O:8])=[CH:5][CH:4]=1)=O.[NH2:13][CH2:14][CH2:15][C:16]1[C:24]2[C:19](=[CH:20][CH:21]=[CH:22][CH:23]=2)[NH:18][CH:17]=1.[OH:25]/[C:26](=[CH:32]\[C:33](=[O:41])[C:34]1[CH:35]=[C:36]([CH3:40])[CH:37]=[CH:38][CH:39]=1)/[C:27](OCC)=[O:28]. Given the product [NH:18]1[C:19]2[C:24](=[CH:23][CH:22]=[CH:21][CH:20]=2)[C:16]([CH2:15][CH2:14][N:13]2[C:27](=[O:28])[C:26]([OH:25])=[C:32]([C:33](=[O:41])[C:34]3[CH:39]=[CH:38][CH:37]=[C:36]([CH3:40])[CH:35]=3)[CH:1]2[C:3]2[CH:12]=[CH:11][C:6]([C:7]([O:9][CH3:10])=[O:8])=[CH:5][CH:4]=2)=[CH:17]1, predict the reactants needed to synthesize it.